The task is: Predict which catalyst facilitates the given reaction.. This data is from Catalyst prediction with 721,799 reactions and 888 catalyst types from USPTO. (1) Reactant: [CH2:1]([O:3][C:4](=[O:27])[CH:5]=[CH:6][C:7]1[CH:12]=[CH:11][C:10]([C:13]2[CH:18]=[CH:17][C:16]([O:19][CH2:20][CH2:21][CH2:22][CH2:23][CH2:24][CH2:25][CH3:26])=[CH:15][CH:14]=2)=[CH:9][CH:8]=1)[CH3:2]. Product: [CH2:1]([O:3][C:4](=[O:27])[CH2:5][CH2:6][C:7]1[CH:12]=[CH:11][C:10]([C:13]2[CH:14]=[CH:15][C:16]([O:19][CH2:20][CH2:21][CH2:22][CH2:23][CH2:24][CH2:25][CH3:26])=[CH:17][CH:18]=2)=[CH:9][CH:8]=1)[CH3:2]. The catalyst class is: 707. (2) Reactant: [CH:1]1([C:4]([C:6]2[CH:15]=[CH:14][CH:13]=[C:12]3[C:7]=2[CH:8]=[CH:9][C:10]([NH:16][C@H:17]2[C:25]4[C:20](=[CH:21][CH:22]=[CH:23][CH:24]=4)[CH2:19][CH2:18]2)=[N:11]3)=O)[CH2:3][CH2:2]1.Cl.[NH2:27][OH:28].C(=O)([O-])[O-].[Na+].[Na+].O. Product: [CH:1]1([C:4]([C:6]2[CH:15]=[CH:14][CH:13]=[C:12]3[C:7]=2[CH:8]=[CH:9][C:10]([NH:16][C@H:17]2[C:25]4[C:20](=[CH:21][CH:22]=[CH:23][CH:24]=4)[CH2:19][CH2:18]2)=[N:11]3)=[N:27][OH:28])[CH2:3][CH2:2]1. The catalyst class is: 8. (3) Reactant: [C:1]([C:3]1[CH:4]=[C:5]2[C:10](=[CH:11][CH:12]=1)[N:9]=[C:8]([CH2:13][CH:14]([CH3:16])[CH3:15])[C:7]([CH2:17][NH:18][C:19](=[O:25])[O:20][C:21]([CH3:24])([CH3:23])[CH3:22])=[C:6]2[C:26]1[CH:31]=[CH:30][C:29]([CH3:32])=[CH:28][CH:27]=1)#[N:2].[N-:33]=[N+:34]=[N-:35].[Na+].[Cl-].[NH4+]. Product: [CH2:13]([C:8]1[C:7]([CH2:17][NH:18][C:19](=[O:25])[O:20][C:21]([CH3:24])([CH3:23])[CH3:22])=[C:6]([C:26]2[CH:31]=[CH:30][C:29]([CH3:32])=[CH:28][CH:27]=2)[C:5]2[C:10](=[CH:11][CH:12]=[C:3]([C:1]3[N:33]=[N:34][NH:35][N:2]=3)[CH:4]=2)[N:9]=1)[CH:14]([CH3:15])[CH3:16]. The catalyst class is: 16. (4) Reactant: [NH2:1][CH2:2][C:3]1[CH:25]=[CH:24][C:6]([C:7]([NH:9][C:10]2[CH:15]=[CH:14][C:13]([CH2:16][N:17]([CH2:21][CH2:22][CH3:23])[CH2:18][CH2:19][CH3:20])=[CH:12][CH:11]=2)=[O:8])=[CH:5][CH:4]=1.[CH3:26][N:27]1[CH:31]=[CH:30][N:29]=[C:28]1[CH:32]=O.C(OC)(OC)OC.[BH4-].[Na+]. Product: [CH2:18]([N:17]([CH2:16][C:13]1[CH:14]=[CH:15][C:10]([NH:9][C:7](=[O:8])[C:6]2[CH:5]=[CH:4][C:3]([CH2:2][NH:1][CH2:32][C:28]3[N:27]([CH3:26])[CH:31]=[CH:30][N:29]=3)=[CH:25][CH:24]=2)=[CH:11][CH:12]=1)[CH2:21][CH2:22][CH3:23])[CH2:19][CH3:20]. The catalyst class is: 5. (5) Reactant: [NH2:1][C:2]1[C:3]([NH:8][C:9]2[CH:10]=[C:11]([C:15]3[CH:20]=[CH:19][CH:18]=[CH:17][CH:16]=3)[CH:12]=[CH:13][CH:14]=2)=[N:4][CH:5]=[CH:6][CH:7]=1.[N+:21]([C:24]1[CH:29]=[CH:28][CH:27]=[CH:26][C:25]=1[CH2:30][C:31](=O)[C:32](O)=[O:33])([O-:23])=[O:22].C(OCC)(=O)C.C(=O)(O)[O-].[Na+]. Product: [C:11]1([C:15]2[CH:16]=[CH:17][CH:18]=[CH:19][CH:20]=2)[CH:12]=[CH:13][CH:14]=[C:9]([N:8]2[C:32](=[O:33])[C:31]([CH2:30][C:25]3[CH:26]=[CH:27][CH:28]=[CH:29][C:24]=3[N+:21]([O-:23])=[O:22])=[N:1][C:2]3[CH:7]=[CH:6][CH:5]=[N:4][C:3]2=3)[CH:10]=1. The catalyst class is: 8. (6) Reactant: [F:1][C:2]1[CH:3]=[C:4]([CH2:13][C:14]2[CH:23]=[CH:22][CH:21]=[CH:20][C:15]=2[C:16]([NH:18][CH3:19])=[O:17])[C:5]([CH3:12])=[C:6]2[C:11]=1[O:10][CH2:9][CH2:8][CH2:7]2.[Li]CCCC.[CH3:29][O:30][C:31]1([CH3:42])[C:36]([O:38][CH3:39])([CH3:37])[O:35][C@@H:34](C#N)[CH2:33][O:32]1. Product: [CH3:39][O:38][C:36]1([CH3:37])[C:31]([O:30][CH3:29])([CH3:42])[O:32][C@@H:33]([C:19]2[NH:18][C:16](=[O:17])[C:15]3[C:14]([C:13]=2[C:4]2[C:5]([CH3:12])=[C:6]4[C:11](=[C:2]([F:1])[CH:3]=2)[O:10][CH2:9][CH2:8][CH2:7]4)=[CH:23][CH:22]=[CH:21][CH:20]=3)[CH2:34][O:35]1. The catalyst class is: 1.